From a dataset of Reaction yield outcomes from USPTO patents with 853,638 reactions. Predict the reaction yield, written as a fraction of the theoretical maximum amount of product (1.0 means a 100% yield; for example, 0.34 means a 34% yield). (1) The reactants are I[C:2]1[CH:3]=[N:4][N:5]([CH2:7][CH2:8][O:9][CH:10]2[CH2:15][CH2:14][CH2:13][CH2:12][O:11]2)[CH:6]=1.[C:16]([C:20]1[CH:21]=[C:22]([NH2:25])[NH:23][N:24]=1)([CH3:19])([CH3:18])[CH3:17].C([O-])([O-])=O.[K+].[K+].CN(C)[C@@H]1CCCC[C@H]1N. The catalyst is [Cu]I.O.C1(C)C=CC=CC=1. The product is [C:16]([C:20]1[CH:21]=[C:22]([NH2:25])[N:23]([C:2]2[CH:3]=[N:4][N:5]([CH2:7][CH2:8][O:9][CH:10]3[CH2:15][CH2:14][CH2:13][CH2:12][O:11]3)[CH:6]=2)[N:24]=1)([CH3:19])([CH3:18])[CH3:17]. The yield is 0.810. (2) The reactants are [S:1]1[C:5]2[CH:6]=[CH:7][CH:8]=[CH:9][C:4]=2[N:3]=[C:2]1[C:10](=[C:13]1[CH2:17][CH2:16][CH2:15][O:14]1)[C:11]#[N:12].O.[NH2:19][NH2:20]. The catalyst is C(O)C. The product is [NH2:12][C:11]1[C:10]([C:2]2[S:1][C:5]3[CH:6]=[CH:7][CH:8]=[CH:9][C:4]=3[N:3]=2)=[C:13]([CH2:17][CH2:16][CH2:15][OH:14])[NH:19][N:20]=1. The yield is 0.670. (3) The reactants are [CH2:1]([P:5]([CH2:8][CH:9]([C:22]([O:24]CC1C=CC=CC=1)=[O:23])[CH2:10][CH2:11][C:12]([O:14]CC1C=CC=CC=1)=[O:13])(=[O:7])[OH:6])[CH2:2][CH2:3][CH3:4]. The catalyst is O. The product is [CH2:1]([P:5]([CH2:8][CH:9]([CH2:10][CH2:11][C:12]([OH:14])=[O:13])[C:22]([OH:24])=[O:23])([OH:7])=[O:6])[CH2:2][CH2:3][CH3:4]. The yield is 0.430. (4) The reactants are [Cl:1][C:2]1[CH:7]=[CH:6][C:5]([S:8]([NH:11][CH2:12][C:13]2[CH:18]=[CH:17][CH:16]=[CH:15][N:14]=2)(=[O:10])=[O:9])=[CH:4][CH:3]=1.[Cl:19][C:20]1[CH:21]=[C:22]([CH:35]=[CH:36][CH:37]=1)[CH2:23][NH:24][C:25](=[O:34])[C:26]1[CH:31]=[CH:30][C:29]([CH2:32]Cl)=[CH:28][CH:27]=1.C(=O)([O-])[O-].[K+].[K+]. The catalyst is CN(C=O)C.C(Cl)Cl.[I-].[Na+]. The product is [Cl:19][C:20]1[CH:21]=[C:22]([CH:35]=[CH:36][CH:37]=1)[CH2:23][NH:24][C:25](=[O:34])[C:26]1[CH:31]=[CH:30][C:29]([CH2:32][N:11]([S:8]([C:5]2[CH:4]=[CH:3][C:2]([Cl:1])=[CH:7][CH:6]=2)(=[O:10])=[O:9])[CH2:12][C:13]2[CH:18]=[CH:17][CH:16]=[CH:15][N:14]=2)=[CH:28][CH:27]=1. The yield is 0.510.